This data is from Catalyst prediction with 721,799 reactions and 888 catalyst types from USPTO. The task is: Predict which catalyst facilitates the given reaction. (1) Product: [OH:2][C:3]1[C:8]2[CH:9]=[CH:10][O:11][C:7]=2[C:6]([C:12]2[C:13](=[O:31])[NH:14][C:15](=[O:30])[C:16]=2[C:17]2[C:25]3[C:20](=[CH:21][CH:22]=[CH:23][CH:24]=3)[N:19]([CH2:26][CH2:27][CH2:28][OH:29])[CH:18]=2)=[CH:5][CH:4]=1. Reactant: C[O:2][C:3]1[C:8]2[CH:9]=[CH:10][O:11][C:7]=2[C:6]([C:12]2[C:13](=[O:31])[NH:14][C:15](=[O:30])[C:16]=2[C:17]2[C:25]3[C:20](=[CH:21][CH:22]=[CH:23][CH:24]=3)[N:19]([CH2:26][CH2:27][CH2:28][OH:29])[CH:18]=2)=[CH:5][CH:4]=1.B(Br)(Br)Br. The catalyst class is: 4. (2) Product: [CH3:11][S:8]([C:6]1[N:7]=[CH:2][C:3]2[CH:14]=[CH:13][S:12][C:4]=2[N:5]=1)(=[O:9])=[O:10]. Reactant: Cl[C:2]1[C:3]2[CH:14]=[CH:13][S:12][C:4]=2[N:5]=[C:6]([S:8]([CH3:11])(=[O:10])=[O:9])[N:7]=1. The catalyst class is: 8.